This data is from Forward reaction prediction with 1.9M reactions from USPTO patents (1976-2016). The task is: Predict the product of the given reaction. (1) Given the reactants [CH:1]([CH:5]1[CH2:10][CH2:9][CH:8]([O:11][C:12]2[CH:13]=[C:14]3[C:19](=[CH:20][CH:21]=2)[CH:18]=[C:17]([C@:22]2([CH3:28])[CH2:26][O:25]C(=O)[NH:23]2)[CH:16]=[CH:15]3)[CH2:7][CH2:6]1)([CH2:3][CH3:4])[CH3:2].C(O)C.O.[OH-].[Li+].O, predict the reaction product. The product is: [NH2:23][C@@:22]([C:17]1[CH:16]=[CH:15][C:14]2[C:19](=[CH:20][CH:21]=[C:12]([O:11][CH:8]3[CH2:7][CH2:6][CH:5]([CH:1]([CH2:3][CH3:4])[CH3:2])[CH2:10][CH2:9]3)[CH:13]=2)[CH:18]=1)([CH3:28])[CH2:26][OH:25]. (2) Given the reactants [CH3:1][C:2]([O-])([CH3:4])[CH3:3].[K+], predict the reaction product. The product is: [CH2:1]([CH:2]1[CH2:4][CH2:3][CH:1]([CH:2]2[CH2:4][CH2:3][CH:2]([CH:4]=[CH2:4])[CH2:1][CH2:3]2)[CH2:3]1)[CH2:1][CH3:2]. (3) Given the reactants N1C=CC=CC=1.[C:7]([OH:11])([CH3:10])([CH3:9])[CH3:8].[CH3:12][C:13]1[CH:21]=[CH:20][C:16]([C:17](Cl)=[O:18])=[CH:15][CH:14]=1.O, predict the reaction product. The product is: [C:7]([O:11][C:17](=[O:18])[C:16]1[CH:20]=[CH:21][C:13]([CH3:12])=[CH:14][CH:15]=1)([CH3:10])([CH3:9])[CH3:8]. (4) Given the reactants C1[O:9][C:8]2[CH:7]=[CH:6][C:5]([C:10]([C:12]([C:14]3[CH:19]=[CH:18][C:17]4[O:20]C[O:22][C:16]=4[CH:15]=3)=O)=O)=[CH:4][C:3]=2[O:2]1, predict the reaction product. The product is: [OH:2][C:3]1[CH:4]=[C:5]([CH2:10][CH2:12][C:14]2[CH:19]=[CH:18][C:17]([OH:20])=[C:16]([OH:22])[CH:15]=2)[CH:6]=[CH:7][C:8]=1[OH:9]. (5) Given the reactants F[C:2]1[CH:9]=[CH:8][C:5]([C:6]#[N:7])=[CH:4][CH:3]=1.C1([S:16]([O-:18])=[O:17])C=CC=CC=1.[Na+], predict the reaction product. The product is: [S:16](=[C:2]1[CH:9]=[CH:8][C:5]([C:6]#[N:7])=[CH:4][CH2:3]1)(=[O:18])=[O:17]. (6) Given the reactants [Cl:1][C:2]1[C:7](C(O)=O)=[C:6]([F:11])[C:5]([NH:12][S:13]([CH2:16][CH2:17][CH2:18][F:19])(=[O:15])=[O:14])=[CH:4][CH:3]=1.C([N:22](CC)CC)C.C1(P(N=[N+]=[N-])(C2C=CC=CC=2)=O)C=CC=CC=1.O, predict the reaction product. The product is: [NH2:22][C:7]1[C:6]([F:11])=[C:5]([NH:12][S:13]([CH2:16][CH2:17][CH2:18][F:19])(=[O:15])=[O:14])[CH:4]=[CH:3][C:2]=1[Cl:1].